This data is from Catalyst prediction with 721,799 reactions and 888 catalyst types from USPTO. The task is: Predict which catalyst facilitates the given reaction. (1) Reactant: [Br:1][C:2]1[CH:3]=[C:4]2[C:8](=[C:9]([C:12]([OH:14])=[O:13])[C:10]=1[F:11])[N:7](C(OC(C)(C)C)=O)[CH2:6][CH2:5]2.C(O)(C(F)(F)F)=O. Product: [Br:1][C:2]1[CH:3]=[C:4]2[C:8](=[C:9]([C:12]([OH:14])=[O:13])[C:10]=1[F:11])[NH:7][CH2:6][CH2:5]2. The catalyst class is: 2. (2) Reactant: [CH2:1]([N:8]1[CH2:13][CH2:12][NH:11][CH2:10][CH2:9]1)[C:2]1[CH:7]=[CH:6][CH:5]=[CH:4][CH:3]=1.[NH2:14][C:15]1[N:20]=[C:19](Cl)[CH:18]=[C:17]([Cl:22])[N:16]=1.C([O-])([O-])=O.[Cs+].[Cs+]. Product: [CH2:1]([N:8]1[CH2:13][CH2:12][N:11]([C:19]2[CH:18]=[C:17]([Cl:22])[N:16]=[C:15]([NH2:14])[N:20]=2)[CH2:10][CH2:9]1)[C:2]1[CH:3]=[CH:4][CH:5]=[CH:6][CH:7]=1. The catalyst class is: 9. (3) Reactant: CS(O[CH2:6][CH2:7][C:8]1[CH:13]=[CH:12][C:11]([NH:14][C:15]2[N:24]=[CH:23][C:22]3[CH2:21][C@@H:20]([C:25]4[CH:30]=[CH:29][C:28]([F:31])=[CH:27][CH:26]=4)[C:19]4[CH:32]=[CH:33][CH:34]=[CH:35][C:18]=4[C:17]=3[N:16]=2)=[CH:10][CH:9]=1)(=O)=O.[CH3:36][NH:37][CH2:38][CH2:39][CH2:40][CH3:41]. Product: [CH2:38]([N:37]([CH3:36])[CH2:6][CH2:7][C:8]1[CH:13]=[CH:12][C:11]([NH:14][C:15]2[N:24]=[CH:23][C:22]3[CH2:21][C@@H:20]([C:25]4[CH:30]=[CH:29][C:28]([F:31])=[CH:27][CH:26]=4)[C:19]4[CH:32]=[CH:33][CH:34]=[CH:35][C:18]=4[C:17]=3[N:16]=2)=[CH:10][CH:9]=1)[CH2:39][CH2:40][CH3:41]. The catalyst class is: 66. (4) Reactant: [CH:1]1([CH2:7][OH:8])[CH2:6][CH2:5][CH:4]=[CH:3][CH2:2]1.N1C=CN=C1.[C:14]([Si:18](Cl)([C:25]1[CH:30]=[CH:29][CH:28]=[CH:27][CH:26]=1)[C:19]1[CH:24]=[CH:23][CH:22]=[CH:21][CH:20]=1)([CH3:17])([CH3:16])[CH3:15].CO. Product: [Si:18]([O:8][CH2:7][CH:1]1[CH2:6][CH2:5][CH:4]=[CH:3][CH2:2]1)([C:14]([CH3:17])([CH3:16])[CH3:15])([C:25]1[CH:26]=[CH:27][CH:28]=[CH:29][CH:30]=1)[C:19]1[CH:24]=[CH:23][CH:22]=[CH:21][CH:20]=1. The catalyst class is: 9. (5) Reactant: [CH3:1][O:2][C:3](=[O:35])[C@H:4]([N:11]1[C:15](=[O:16])[C:14]2([CH2:21][CH2:20][N:19](C(OC(C)(C)C)=O)[CH2:18][CH2:17]2)[N:13]([C:29]2[CH:34]=[CH:33][CH:32]=[CH:31][CH:30]=2)[CH2:12]1)[C:5]1[CH:10]=[CH:9][CH:8]=[CH:7][CH:6]=1.Cl. Product: [O:16]=[C:15]1[C:14]2([CH2:17][CH2:18][NH:19][CH2:20][CH2:21]2)[N:13]([C:29]2[CH:34]=[CH:33][CH:32]=[CH:31][CH:30]=2)[CH2:12][N:11]1[C@H:4]([C:5]1[CH:6]=[CH:7][CH:8]=[CH:9][CH:10]=1)[C:3]([O:2][CH3:1])=[O:35]. The catalyst class is: 12. (6) Reactant: I[C:2]1[CH:7]=[CH:6][N:5]=[CH:4][C:3]=1[N:8]([CH3:25])[C:9](=[O:24])[C:10]1[CH:15]=[C:14]([C:16]([F:19])([F:18])[F:17])[CH:13]=[C:12]([C:20]([F:23])([F:22])[F:21])[CH:11]=1.[CH3:26][O:27][C:28]1[N:33]=[CH:32][C:31](B(O)O)=[CH:30][CH:29]=1. Product: [CH3:26][O:27][C:28]1[N:33]=[CH:32][C:31]([C:2]2[CH:7]=[CH:6][N:5]=[CH:4][C:3]=2[N:8]([CH3:25])[C:9](=[O:24])[C:10]2[CH:15]=[C:14]([C:16]([F:19])([F:18])[F:17])[CH:13]=[C:12]([C:20]([F:23])([F:22])[F:21])[CH:11]=2)=[CH:30][CH:29]=1. The catalyst class is: 243.